Predict the product of the given reaction. From a dataset of Forward reaction prediction with 1.9M reactions from USPTO patents (1976-2016). (1) Given the reactants [C:1]([C:8]1[C:17]2[C:12](=[CH:13][CH:14]=[CH:15][CH:16]=2)[C:11]([C:18]([O:20]C)=[O:19])=[C:10]([CH2:22][NH2:23])[CH:9]=1)([O:3][C:4]([CH3:7])([CH3:6])[CH3:5])=[O:2].[OH-].[Na+], predict the reaction product. The product is: [C:1]([C:8]1[C:17]2[C:12](=[CH:13][CH:14]=[CH:15][CH:16]=2)[C:11]([C:18]([OH:20])=[O:19])=[C:10]([CH2:22][NH2:23])[CH:9]=1)([O:3][C:4]([CH3:7])([CH3:6])[CH3:5])=[O:2]. (2) Given the reactants [NH2:1][C:2]1[CH:3]=[C:4]2[C:9](=[CH:10][CH:11]=1)[N:8]=[C:7]([C:12]1[CH:13]=[CH:14][C:15]3[O:19][CH2:18][CH2:17][C:16]=3[CH:20]=1)[N:6]=[CH:5]2.[ClH:21], predict the reaction product. The product is: [OH2:19].[ClH:21].[ClH:21].[O:19]1[C:15]2[CH:14]=[CH:13][C:12]([C:7]3[N:6]=[CH:5][C:4]4[C:9](=[CH:10][CH:11]=[C:2]([NH:1][C:2](=[NH:1])[CH3:11])[CH:3]=4)[N:8]=3)=[CH:20][C:16]=2[CH2:17][CH2:18]1.[O:19]1[C:15]2[CH:14]=[CH:13][C:12]([C:7]3[N:6]=[CH:5][C:4]4[C:9](=[CH:10][CH:11]=[C:2]([NH:1][C:5](=[NH:6])[CH3:4])[CH:3]=4)[N:8]=3)=[CH:20][C:16]=2[CH2:17][CH2:18]1.[ClH:21].[ClH:21].